From a dataset of hERG Central: cardiac toxicity at 1µM, 10µM, and general inhibition. Predict hERG channel inhibition at various concentrations. (1) The compound is Cc1cc(C)c(NC(=O)CSc2nnc(-c3ccncc3)n2Cc2ccco2)c(Cl)c1. Results: hERG_inhib (hERG inhibition (general)): blocker. (2) The compound is COc1ccc2ccccc2c1CNCc1ccc(C)cc1.O=C(O)C(=O)O. Results: hERG_inhib (hERG inhibition (general)): blocker. (3) The molecule is CSC1=NC2(CC(c3ccccc3)Oc3cc(O)ccc32)CC(C)(C)N1. Results: hERG_inhib (hERG inhibition (general)): blocker. (4) The drug is CN(CC(=O)Nc1ccccc1Cl)C(=O)COC(=O)c1ccc(S(=O)(=O)C(F)F)cc1. Results: hERG_inhib (hERG inhibition (general)): blocker.